From a dataset of Peptide-MHC class II binding affinity with 134,281 pairs from IEDB. Regression. Given a peptide amino acid sequence and an MHC pseudo amino acid sequence, predict their binding affinity value. This is MHC class II binding data. (1) The peptide sequence is GVAQGGVFHTMWHVT. The MHC is DRB3_0301 with pseudo-sequence DRB3_0301. The binding affinity (normalized) is 0.232. (2) The peptide sequence is GELQIVDKIDAGFKI. The MHC is DRB5_0101 with pseudo-sequence DRB5_0101. The binding affinity (normalized) is 0.785. (3) The peptide sequence is ASKILGLPTQTVDSS. The MHC is DRB1_0301 with pseudo-sequence DRB1_0301. The binding affinity (normalized) is 0.0871.